This data is from Forward reaction prediction with 1.9M reactions from USPTO patents (1976-2016). The task is: Predict the product of the given reaction. (1) Given the reactants [Cl:1][C:2]1[CH:21]=[CH:20][C:19]([CH2:22][CH2:23][CH2:24]OS(C)(=O)=O)=[CH:18][C:3]=1[C:4]([NH:6][CH2:7][C:8]12[CH2:17][CH:12]3[CH2:13][CH:14]([CH2:16][CH:10]([CH2:11]3)[CH2:9]1)[CH2:15]2)=[O:5].[NH2:30][CH2:31][CH2:32][C:33]1[N:37]=[CH:36][NH:35][CH:34]=1, predict the reaction product. The product is: [Cl:1][C:2]1[CH:21]=[CH:20][C:19]([CH2:22][CH2:23][CH2:24][NH:30][CH2:31][CH2:32][C:33]2[N:37]=[CH:36][NH:35][CH:34]=2)=[CH:18][C:3]=1[C:4]([NH:6][CH2:7][C:8]12[CH2:15][CH:14]3[CH2:16][CH:10]([CH2:11][CH:12]([CH2:13]3)[CH2:17]1)[CH2:9]2)=[O:5]. (2) The product is: [CH3:1][S:2]([C:4]1[CH:5]=[CH:6][C:7]([N:14]2[CH2:19][CH2:18][CH2:17][CH2:16][CH2:15]2)=[C:8]([CH:13]=1)[C:9]([OH:11])=[O:10])=[O:3]. Given the reactants [CH3:1][S:2]([C:4]1[CH:5]=[CH:6][C:7]([N:14]2[CH2:19][CH2:18][CH2:17][CH2:16][CH2:15]2)=[C:8]([CH:13]=1)[C:9]([O:11]C)=[O:10])=[O:3].[OH-].[Na+].Cl, predict the reaction product. (3) The product is: [NH2:1][C:2]1[O:15][C:14]2[C:13]3[C:8](=[CH:9][CH:10]=[C:11]([NH:16][C:30](=[O:32])[CH3:31])[N:12]=3)[CH:7]=[CH:6][C:5]=2[CH:4]([C:17]2[CH:22]=[C:21]([O:23][CH3:24])[C:20]([O:25][CH3:26])=[C:19]([Br:27])[CH:18]=2)[C:3]=1[C:28]#[N:29]. Given the reactants [NH2:1][C:2]1[O:15][C:14]2[C:13]3[C:8](=[CH:9][CH:10]=[C:11]([NH2:16])[N:12]=3)[CH:7]=[CH:6][C:5]=2[CH:4]([C:17]2[CH:22]=[C:21]([O:23][CH3:24])[C:20]([O:25][CH3:26])=[C:19]([Br:27])[CH:18]=2)[C:3]=1[C:28]#[N:29].[C:30](OC(=O)C)(=[O:32])[CH3:31], predict the reaction product. (4) The product is: [CH3:36][O:35][C:32]1[CH:31]=[CH:30][C:5]([CH2:6][N:1]2[CH2:43][CH2:38][CH2:39][CH:7]([CH2:8][O:9][C:10]3[CH:11]=[CH:12][C:13]([C:16]4[NH:20][C:19]5[CH:21]=[CH:22][C:23]([C:25]([NH2:27])=[O:26])=[CH:24][C:18]=5[N:17]=4)=[CH:14][CH:15]=3)[CH2:2]2)=[CH:4][CH:3]=1. Given the reactants [NH:1]1[CH2:6][CH2:5][CH2:4][CH2:3][CH:2]1[CH2:7][CH2:8][O:9][C:10]1[CH:15]=[CH:14][C:13]([C:16]2[NH:20][C:19]3[CH:21]=[CH:22][C:23]([C:25]([NH2:27])=[O:26])=[CH:24][C:18]=3[N:17]=2)=[CH:12][CH:11]=1.C(=O)C1C=C[C:32]([O:35][CH3:36])=[CH:31][CH:30]=1.[C:38]1(C)[CH:43]=CC(C=O)=C[CH:39]=1, predict the reaction product. (5) Given the reactants C[C:2]1[N:3]=[C:4]2[S:22][CH:21]=[CH:20][N:5]2[C:6](=[O:19])[C:7]=1[C:8]1[CH:13]=[CH:12][C:11]([O:14][C:15]([F:18])([F:17])[F:16])=[CH:10][CH:9]=1.[CH:23]1([O:28][C:29]2[C:36]([O:37][CH3:38])=[CH:35][CH:34]=[CH:33][C:30]=2[CH:31]=O)[CH2:27][CH2:26][CH2:25][CH2:24]1.[O-][CH2:40]C.[Na+], predict the reaction product. The product is: [CH:23]1([O:28][C:29]2[C:36]([O:37][CH3:38])=[CH:35][CH:34]=[CH:33][C:30]=2/[CH:31]=[CH:40]/[C:21]2[S:22][C:4]3=[N:3][CH:2]=[C:7]([C:8]4[CH:9]=[CH:10][C:11]([O:14][C:15]([F:16])([F:17])[F:18])=[CH:12][CH:13]=4)[C:6](=[O:19])[N:5]3[CH:20]=2)[CH2:27][CH2:26][CH2:25][CH2:24]1. (6) Given the reactants Br[C:2]1[CH:31]=[CH:30][C:5]([CH2:6][C@H:7]2[C@H:12]([OH:13])[C@@H:11]([NH:14][C:15]3(C4C=CC=C(C(C)(C)C)C=4)[CH2:17][CH2:16]3)[CH2:10][S:9](=[O:29])(=[O:28])[CH2:8]2)=[CH:4][CH:3]=1.O=[C:33]1O[C@H:38]([C@H:40]([CH2:42]O)O)[C:36]([O-])=[C:34]1O.[Na+].CN[C@H:47]1[CH2:52][CH2:51]CC[C@@H]1NC.[N-:55]=[N+:56]=[N-:57].[Na+].[CH2:59](O)C.O, predict the reaction product. The product is: [N:55]([C:2]1[CH:31]=[CH:30][C:5]([CH2:6][C@H:7]2[C@H:12]([OH:13])[C@@H:11]([N:14]([C:33]3[CH:42]=[CH:40][CH:38]=[C:36]([C:52]([CH3:51])([CH3:47])[CH3:59])[CH:34]=3)[CH:15]3[CH2:16][CH2:17]3)[CH2:10][S:9](=[O:29])(=[O:28])[CH2:8]2)=[CH:4][CH:3]=1)=[N+:56]=[N-:57].